This data is from Full USPTO retrosynthesis dataset with 1.9M reactions from patents (1976-2016). The task is: Predict the reactants needed to synthesize the given product. (1) Given the product [CH3:1][C:2]1[N:7]=[C:6]([O:8][C:9]2[CH:10]=[C:11]([CH:15]=[C:16]3[CH2:21][CH2:20][CH:19]([NH2:27])[CH2:18][CH2:17]3)[CH:12]=[CH:13][CH:14]=2)[CH:5]=[CH:4][C:3]=1[C:23]([F:26])([F:25])[F:24], predict the reactants needed to synthesize it. The reactants are: [CH3:1][C:2]1[N:7]=[C:6]([O:8][C:9]2[CH:10]=[C:11]([CH:15]=[C:16]3[CH2:21][CH2:20][C:19](=O)[CH2:18][CH2:17]3)[CH:12]=[CH:13][CH:14]=2)[CH:5]=[CH:4][C:3]=1[C:23]([F:26])([F:25])[F:24].[NH3:27].C(O)C.[BH4-].[Na+]. (2) Given the product [S:1]1[CH2:6][CH2:5][N:4]([C:7]2[N:12]=[CH:11][C:10]([CH2:13][C:14]([OH:16])=[O:15])=[CH:9][CH:8]=2)[CH2:3][CH2:2]1, predict the reactants needed to synthesize it. The reactants are: [S:1]1[CH2:6][CH2:5][N:4]([C:7]2[N:12]=[CH:11][C:10]([CH:13](C(OCC)=O)[C:14]([O:16]CC)=[O:15])=[CH:9][CH:8]=2)[CH2:3][CH2:2]1.[OH-].[Na+].Cl.C([O-])([O-])=O.[Na+].[Na+]. (3) Given the product [Br:1][C:2]1[N:3]=[C:4]([NH:21][C:17]2[CH:16]=[C:15]3[C:20](=[CH:19][CH:18]=2)[NH:12][N:13]=[CH:14]3)[C:5]2[N:6]([CH:8]=[CH:9][N:10]=2)[CH:7]=1, predict the reactants needed to synthesize it. The reactants are: [Br:1][C:2]1[N:3]=[C:4](Br)[C:5]2[N:6]([CH:8]=[CH:9][N:10]=2)[CH:7]=1.[NH:12]1[C:20]2[C:15](=[CH:16][C:17]([NH2:21])=[CH:18][CH:19]=2)[CH:14]=[N:13]1.